Predict the reactants needed to synthesize the given product. From a dataset of Full USPTO retrosynthesis dataset with 1.9M reactions from patents (1976-2016). (1) Given the product [CH3:56][O:57][CH2:58][CH2:59][NH:60][C:11]([C:7]1[CH:8]=[C:9]2[C:4](=[CH:5][CH:6]=1)[NH:3][C:2](=[O:1])[CH2:10]2)=[O:13], predict the reactants needed to synthesize it. The reactants are: [O:1]=[C:2]1[CH2:10][C:9]2[C:4](=[CH:5][CH:6]=[C:7]([C:11]([OH:13])=O)[CH:8]=2)[NH:3]1.F[B-](F)(F)F.N1(OC(N(C)C)=[N+](C)C)C2C=CC=CC=2N=N1.O.ON1C2C=CC=CC=2N=N1.C(N(CC)C(C)C)(C)C.[CH3:56][O:57][CH2:58][CH2:59][NH2:60].C(=O)([O-])O.[Na+]. (2) The reactants are: [Cl:1][C:2]1[CH:7]=[C:6]([Cl:8])[CH:5]=[CH:4][C:3]=1[CH2:9][C:10]([OH:12])=[O:11].C[Si]([N-][Si](C)(C)C)(C)C.[Na+].[Cl:23][CH2:24][CH2:25][CH2:26][CH2:27]I. Given the product [Cl:23][CH2:24][CH2:25][CH2:26][CH2:27][CH:9]([C:3]1[CH:4]=[CH:5][C:6]([Cl:8])=[CH:7][C:2]=1[Cl:1])[C:10]([OH:12])=[O:11], predict the reactants needed to synthesize it. (3) Given the product [CH3:4][O:5][C:6]1[CH:7]=[C:8]2[C:12](=[CH:13][CH:14]=1)[NH:11][C:10]([CH3:15])=[C:9]2/[C:16](=[CH:25]/[C:21]1[CH:20]=[N:19][CH:24]=[CH:23][CH:22]=1)/[C:17]#[N:18], predict the reactants needed to synthesize it. The reactants are: C[O-].[Na+].[CH3:4][O:5][C:6]1[CH:7]=[C:8]2[C:12](=[CH:13][CH:14]=1)[NH:11][C:10]([CH3:15])=[C:9]2[CH2:16][C:17]#[N:18].[N:19]1[CH:24]=[CH:23][CH:22]=[C:21]([CH:25]=O)[CH:20]=1.C(OCC)C. (4) Given the product [Br:29][C:30]1[C:35](=[O:36])[N:34]([CH2:37][C:38]2[CH:43]=[CH:42][C:41]([O:44][CH3:45])=[CH:40][CH:39]=2)[N:33]=[C:32]([CH2:46][N:15]2[C:16](=[O:17])[C:11]([O:10][C:8]3[CH:7]=[C:4]([CH:3]=[C:2]([Cl:1])[CH:9]=3)[C:5]#[N:6])=[C:12]([C:18]([F:19])([F:20])[F:21])[N:13]=[CH:14]2)[CH:31]=1, predict the reactants needed to synthesize it. The reactants are: [Cl:1][C:2]1[CH:3]=[C:4]([CH:7]=[C:8]([O:10][C:11]2[C:16](=[O:17])[NH:15][CH:14]=[N:13][C:12]=2[C:18]([F:21])([F:20])[F:19])[CH:9]=1)[C:5]#[N:6].C(N(CC)CC)C.[Br:29][C:30]1[C:35](=[O:36])[N:34]([CH2:37][C:38]2[CH:43]=[CH:42][C:41]([O:44][CH3:45])=[CH:40][CH:39]=2)[N:33]=[C:32]([CH2:46]CS([O-])(=O)=O)[CH:31]=1.O. (5) Given the product [Br:13][C:14]1[CH:19]=[CH:18][C:17]([S:20][C:2]2[C:11]3[C:6](=[CH:7][CH:8]=[CH:9][CH:10]=3)[C:5](=[O:12])[NH:4][N:3]=2)=[CH:16][CH:15]=1, predict the reactants needed to synthesize it. The reactants are: Cl[C:2]1[C:11]2[C:6](=[CH:7][CH:8]=[CH:9][CH:10]=2)[C:5](=[O:12])[NH:4][N:3]=1.[Br:13][C:14]1[CH:19]=[CH:18][C:17]([SH:20])=[CH:16][CH:15]=1. (6) The reactants are: [CH3:1][O:2][C:3]([C:5]1[N:6]([C:10]2[CH:15]=[CH:14][C:13]([N+:16]([O-:18])=[O:17])=[C:12]([NH2:19])[CH:11]=2)[CH:7]=[CH:8][CH:9]=1)=[O:4].CC1(C)[O:26][C:25]([C:27]2[CH:28]=[C:29]([CH:32]=[CH:33][CH:34]=2)[C:30]#[N:31])=[CH:24][C:23](=O)[O:22]1. Given the product [CH3:1][O:2][C:3]([C:5]1[N:6]([C:10]2[CH:15]=[CH:14][C:13]([N+:16]([O-:18])=[O:17])=[C:12]([NH:19][C:23](=[O:22])[CH2:24][C:25]([C:27]3[CH:34]=[CH:33][CH:32]=[C:29]([C:30]#[N:31])[CH:28]=3)=[O:26])[CH:11]=2)[CH:7]=[CH:8][CH:9]=1)=[O:4], predict the reactants needed to synthesize it. (7) Given the product [C:39]([NH:38][C:36](=[O:37])[C:35]1[CH:43]=[CH:44][CH:45]=[C:33]([CH2:32][N:28]2[C:29]3[C:25](=[CH:24][C:23]([NH:22][C:19]4[C:20]5[N:12]([CH2:11][CH2:10][OH:9])[CH:13]=[CH:14][C:15]=5[N:16]=[CH:17][N:18]=4)=[CH:31][CH:30]=3)[CH:26]=[N:27]2)[CH:34]=1)([CH3:42])([CH3:40])[CH3:41], predict the reactants needed to synthesize it. The reactants are: C([O:9][CH2:10][CH2:11][N:12]1[C:20]2[C:19](Cl)=[N:18][CH:17]=[N:16][C:15]=2[CH:14]=[CH:13]1)(=O)C1C=CC=CC=1.[NH2:22][C:23]1[CH:24]=[C:25]2[C:29](=[CH:30][CH:31]=1)[N:28]([CH2:32][C:33]1[CH:34]=[C:35]([CH:43]=[CH:44][CH:45]=1)[C:36]([NH:38][C:39]([CH3:42])([CH3:41])[CH3:40])=[O:37])[N:27]=[CH:26]2.C(O)(C)C.[OH-].[Na+]. (8) The reactants are: [S:1]1[C:5]2=[CH:6][N:7]=[CH:8][CH:9]=[C:4]2[CH:3]=[CH:2]1.C([Li])CCC.[C:15]1([CH:21]=[N:22][S:23]([C:26]2[CH:36]=[CH:35][C:29]3[O:30][CH2:31][CH2:32][CH2:33][O:34][C:28]=3[CH:27]=2)(=[O:25])=[O:24])[CH:20]=[CH:19][CH:18]=[CH:17][CH:16]=1. Given the product [C:15]1([CH:21]([C:2]2[S:1][C:5]3=[CH:6][N:7]=[CH:8][CH:9]=[C:4]3[CH:3]=2)[NH:22][S:23]([C:26]2[CH:36]=[CH:35][C:29]3[O:30][CH2:31][CH2:32][CH2:33][O:34][C:28]=3[CH:27]=2)(=[O:24])=[O:25])[CH:16]=[CH:17][CH:18]=[CH:19][CH:20]=1, predict the reactants needed to synthesize it. (9) The reactants are: [CH2:1]([C:4]([C:12]1[CH:17]=[CH:16][CH:15]=[CH:14][CH:13]=1)([CH2:9][CH:10]=[CH2:11])[C:5]([O:7][CH3:8])=[O:6])[CH:2]=[CH2:3]. Given the product [C:12]1([C:4]([CH2:9][CH2:10][CH3:11])([CH2:1][CH2:2][CH3:3])[C:5]([O:7][CH3:8])=[O:6])[CH:17]=[CH:16][CH:15]=[CH:14][CH:13]=1, predict the reactants needed to synthesize it.